From a dataset of NCI-60 drug combinations with 297,098 pairs across 59 cell lines. Regression. Given two drug SMILES strings and cell line genomic features, predict the synergy score measuring deviation from expected non-interaction effect. (1) Drug 1: C(=O)(N)NO. Drug 2: C1=CC=C(C(=C1)C(C2=CC=C(C=C2)Cl)C(Cl)Cl)Cl. Cell line: A549. Synergy scores: CSS=-27.2, Synergy_ZIP=35.0, Synergy_Bliss=35.3, Synergy_Loewe=-0.839, Synergy_HSA=-1.12. (2) Drug 1: CS(=O)(=O)CCNCC1=CC=C(O1)C2=CC3=C(C=C2)N=CN=C3NC4=CC(=C(C=C4)OCC5=CC(=CC=C5)F)Cl. Drug 2: CC(C)(C#N)C1=CC(=CC(=C1)CN2C=NC=N2)C(C)(C)C#N. Cell line: HT29. Synergy scores: CSS=0.0390, Synergy_ZIP=-1.57, Synergy_Bliss=-2.79, Synergy_Loewe=-6.38, Synergy_HSA=-7.11. (3) Drug 2: C1CC(=O)NC(=O)C1N2C(=O)C3=CC=CC=C3C2=O. Drug 1: C1CN1C2=NC(=NC(=N2)N3CC3)N4CC4. Synergy scores: CSS=36.4, Synergy_ZIP=1.22, Synergy_Bliss=1.53, Synergy_Loewe=-21.8, Synergy_HSA=-0.198. Cell line: NCI/ADR-RES. (4) Drug 1: CC1=C2C(C(=O)C3(C(CC4C(C3C(C(C2(C)C)(CC1OC(=O)C(C(C5=CC=CC=C5)NC(=O)C6=CC=CC=C6)O)O)OC(=O)C7=CC=CC=C7)(CO4)OC(=O)C)O)C)OC(=O)C. Drug 2: CCC1=C2CN3C(=CC4=C(C3=O)COC(=O)C4(CC)O)C2=NC5=C1C=C(C=C5)O. Cell line: MALME-3M. Synergy scores: CSS=20.7, Synergy_ZIP=-7.25, Synergy_Bliss=-3.97, Synergy_Loewe=0.113, Synergy_HSA=1.33. (5) Drug 1: C1=NC2=C(N1)C(=S)N=CN2. Drug 2: C1C(C(OC1N2C=NC3=C2NC=NCC3O)CO)O. Cell line: HT29. Synergy scores: CSS=37.6, Synergy_ZIP=2.68, Synergy_Bliss=2.33, Synergy_Loewe=2.47, Synergy_HSA=2.41. (6) Drug 1: CCCCC(=O)OCC(=O)C1(CC(C2=C(C1)C(=C3C(=C2O)C(=O)C4=C(C3=O)C=CC=C4OC)O)OC5CC(C(C(O5)C)O)NC(=O)C(F)(F)F)O. Drug 2: CC(C)(C#N)C1=CC(=CC(=C1)CN2C=NC=N2)C(C)(C)C#N. Cell line: NCI/ADR-RES. Synergy scores: CSS=23.3, Synergy_ZIP=-1.58, Synergy_Bliss=-0.610, Synergy_Loewe=2.88, Synergy_HSA=1.77. (7) Drug 1: CC(CN1CC(=O)NC(=O)C1)N2CC(=O)NC(=O)C2. Drug 2: CC1C(C(=O)NC(C(=O)N2CCCC2C(=O)N(CC(=O)N(C(C(=O)O1)C(C)C)C)C)C(C)C)NC(=O)C3=C4C(=C(C=C3)C)OC5=C(C(=O)C(=C(C5=N4)C(=O)NC6C(OC(=O)C(N(C(=O)CN(C(=O)C7CCCN7C(=O)C(NC6=O)C(C)C)C)C)C(C)C)C)N)C. Cell line: TK-10. Synergy scores: CSS=9.33, Synergy_ZIP=-3.93, Synergy_Bliss=1.47, Synergy_Loewe=0.0474, Synergy_HSA=-0.131. (8) Drug 1: C1CCC(CC1)NC(=O)N(CCCl)N=O. Drug 2: C1CCC(C(C1)N)N.C(=O)(C(=O)[O-])[O-].[Pt+4]. Cell line: CAKI-1. Synergy scores: CSS=33.2, Synergy_ZIP=-7.58, Synergy_Bliss=-1.87, Synergy_Loewe=-0.269, Synergy_HSA=5.10.